This data is from Full USPTO retrosynthesis dataset with 1.9M reactions from patents (1976-2016). The task is: Predict the reactants needed to synthesize the given product. Given the product [N:30]1(/[CH:28]=[CH:29]/[C:2]2[CH:10]=[C:9]3[C:5]([C:6]([C:11]4[CH:16]=[CH:15][N:14]=[C:13]([NH:17][CH:18]5[CH2:19][C:20]([CH3:27])([CH3:26])[NH:21][C:22]([CH3:24])([CH3:25])[CH2:23]5)[N:12]=4)=[CH:7][NH:8]3)=[CH:4][CH:3]=2)[CH:34]=[CH:33][N:32]=[CH:31]1, predict the reactants needed to synthesize it. The reactants are: Cl[C:2]1[CH:10]=[C:9]2[C:5]([C:6]([C:11]3[CH:16]=[CH:15][N:14]=[C:13]([NH:17][CH:18]4[CH2:23][C:22]([CH3:25])([CH3:24])[NH:21][C:20]([CH3:27])([CH3:26])[CH2:19]4)[N:12]=3)=[CH:7][NH:8]2)=[CH:4][CH:3]=1.[CH:28]([N:30]1[CH:34]=[CH:33][N:32]=[CH:31]1)=[CH2:29].CCCC[N+](CCCC)(CCCC)CCCC.[F-].